From a dataset of Reaction yield outcomes from USPTO patents with 853,638 reactions. Predict the reaction yield, written as a fraction of the theoretical maximum amount of product (1.0 means a 100% yield; for example, 0.34 means a 34% yield). The reactants are [Si:1]([O:8][C@H:9]([CH3:38])[C@@H:10]([NH:25][C:26]1[CH:31]=[CH:30][C:29]([C:32]#[N:33])=[C:28]([C:34]([F:37])([F:36])[F:35])[CH:27]=1)[C:11]([NH:13][NH:14][C:15](=[O:24])[C:16]1[CH:21]=[CH:20][C:19]([C:22]#[N:23])=[CH:18][CH:17]=1)=O)([C:4]([CH3:7])([CH3:6])[CH3:5])([CH3:3])[CH3:2].C1C=CC(P(C2C=CC=CC=2)C2C=CC=CC=2)=CC=1.II.CCN(CC)CC. The catalyst is C(Cl)Cl. The product is [Si:1]([O:8][C@H:9]([CH3:38])[C@@H:10]([NH:25][C:26]1[CH:31]=[CH:30][C:29]([C:32]#[N:33])=[C:28]([C:34]([F:36])([F:35])[F:37])[CH:27]=1)[C:11]1[O:24][C:15]([C:16]2[CH:21]=[CH:20][C:19]([C:22]#[N:23])=[CH:18][CH:17]=2)=[N:14][N:13]=1)([C:4]([CH3:5])([CH3:6])[CH3:7])([CH3:3])[CH3:2]. The yield is 0.870.